Dataset: Catalyst prediction with 721,799 reactions and 888 catalyst types from USPTO. Task: Predict which catalyst facilitates the given reaction. (1) Reactant: [CH:1]1([CH2:6][N:7]([C:10]2[N:15]=[C:14]3[CH:16]=[CH:17][N:18]([CH3:19])[C:13]3=[CH:12][C:11]=2[C:20]#[N:21])[CH2:8][CH3:9])[CH2:5][CH2:4][CH2:3][CH2:2]1.[Br:22]N1C(=O)CCC1=O.O. Product: [Br:22][C:16]1[C:14]2=[N:15][C:10]([N:7]([CH2:6][CH:1]3[CH2:5][CH2:4][CH2:3][CH2:2]3)[CH2:8][CH3:9])=[C:11]([C:20]#[N:21])[CH:12]=[C:13]2[N:18]([CH3:19])[CH:17]=1. The catalyst class is: 3. (2) Reactant: [Cl:1][C:2]1[CH:7]=[CH:6][CH:5]=[CH:4][C:3]=1[N:8]1[C:12]([CH:13]=[CH2:14])=[C:11]2[CH2:15][N:16]([CH:19]([CH3:21])[CH3:20])[C:17](=[O:18])[C:10]2=[N:9]1.[Cl:22][C:23]1[CH:28]=[CH:27][C:26](I)=[CH:25][CH:24]=1. Product: [Cl:1][C:2]1[CH:7]=[CH:6][CH:5]=[CH:4][C:3]=1[N:8]1[C:12]([CH:13]=[CH:14][C:26]2[CH:27]=[CH:28][C:23]([Cl:22])=[CH:24][CH:25]=2)=[C:11]2[CH2:15][N:16]([CH:19]([CH3:21])[CH3:20])[C:17](=[O:18])[C:10]2=[N:9]1. The catalyst class is: 167. (3) Reactant: [CH3:1][NH:2][C:3]1[C:4]2[N:5]([CH:24]=[CH:25][N:26]=2)[C:6]([C:17]2[CH:22]=[CH:21][C:20]([CH3:23])=[CH:19][CH:18]=2)=[C:7]([C:9]2[CH:16]=[CH:15][C:12]([C:13]#[N:14])=[CH:11][CH:10]=2)[N:8]=1.C(N(CC)C(C)C)(C)C.ClC(Cl)(O[C:40](=[O:46])OC(Cl)(Cl)Cl)Cl.[CH3:48][N:49]([CH3:55])[C@@H:50]1[CH2:54][CH2:53][NH:52][CH2:51]1. Product: [C:13]([C:12]1[CH:11]=[CH:10][C:9]([C:7]2[N:8]=[C:3]([N:2]([CH3:1])[C:40]([N:52]3[CH2:53][CH2:54][C@@H:50]([N:49]([CH3:55])[CH3:48])[CH2:51]3)=[O:46])[C:4]3[N:5]([CH:24]=[CH:25][N:26]=3)[C:6]=2[C:17]2[CH:22]=[CH:21][C:20]([CH3:23])=[CH:19][CH:18]=2)=[CH:16][CH:15]=1)#[N:14]. The catalyst class is: 1. (4) Product: [NH2:25][C:23]1[CH:22]=[CH:21][C:3]([O:4][C:5]2[CH:10]=[CH:9][N:8]=[C:7]3[CH:11]=[C:12]([C:14]([N:16]4[CH2:17][CH2:18][CH2:19][CH2:20]4)=[O:15])[S:13][C:6]=23)=[C:2]([F:1])[CH:24]=1. The catalyst class is: 92. Reactant: [F:1][C:2]1[CH:24]=[C:23]([N+:25]([O-])=O)[CH:22]=[CH:21][C:3]=1[O:4][C:5]1[CH:10]=[CH:9][N:8]=[C:7]2[CH:11]=[C:12]([C:14]([N:16]3[CH2:20][CH2:19][CH2:18][CH2:17]3)=[O:15])[S:13][C:6]=12.[BH4-].[Na+]. (5) Reactant: [C:1]([O:9][C:10]1[C:15](=[O:16])[N:14]2[CH2:17][CH2:18][CH2:19][CH2:20][C:13]2=[N:12][C:11]=1[C:21]([O:23][CH3:24])=[O:22])(=[O:8])[C:2]1[CH:7]=[CH:6][CH:5]=[CH:4][CH:3]=1.[Br:25]N1C(=O)CCC1=O.C(OOC(=O)C1C=CC=CC=1)(=O)C1C=CC=CC=1. Product: [C:1]([O:9][C:10]1[C:15](=[O:16])[N:14]2[CH2:17][CH2:18][CH2:19][CH:20]([Br:25])[C:13]2=[N:12][C:11]=1[C:21]([O:23][CH3:24])=[O:22])(=[O:8])[C:2]1[CH:3]=[CH:4][CH:5]=[CH:6][CH:7]=1. The catalyst class is: 53. (6) Reactant: [CH2:1]([O:3][C:4]([C:6]1[C:11]([N+:12]([O-])=O)=[C:10]([C:15]([O:17][CH2:18][CH3:19])=[O:16])[CH:9]=[CH:8][N:7]=1)=[O:5])[CH3:2]. Product: [CH2:1]([O:3][C:4]([C:6]1[C:11]([NH2:12])=[C:10]([C:15]([O:17][CH2:18][CH3:19])=[O:16])[CH:9]=[CH:8][N:7]=1)=[O:5])[CH3:2]. The catalyst class is: 45. (7) Reactant: [C:1]([C:3]1[CH:10]=[CH:9][C:6]([CH2:7]Cl)=[CH:5][CH:4]=1)#[N:2].[I-].[Na+].[CH3:13][C:14]1[CH:19]=[CH:18][C:17]([C:20]2[CH2:25][CH2:24][CH2:23][CH2:22][C:21]=2[C:26]([NH:28][C:29]2[CH:34]=[CH:33][C:32]([N:35]3[CH2:40][CH2:39][NH:38][CH2:37][CH2:36]3)=[CH:31][CH:30]=2)=[O:27])=[CH:16][CH:15]=1.C(=O)([O-])[O-].[K+].[K+]. Product: [C:1]([C:3]1[CH:10]=[CH:9][C:6]([CH2:7][N:38]2[CH2:37][CH2:36][N:35]([C:32]3[CH:31]=[CH:30][C:29]([NH:28][C:26]([C:21]4[CH2:22][CH2:23][CH2:24][CH2:25][C:20]=4[C:17]4[CH:16]=[CH:15][C:14]([CH3:13])=[CH:19][CH:18]=4)=[O:27])=[CH:34][CH:33]=3)[CH2:40][CH2:39]2)=[CH:5][CH:4]=1)#[N:2]. The catalyst class is: 21. (8) Reactant: [N:1]1[CH:6]=[CH:5][C:4]([CH2:7][OH:8])=[CH:3][CH:2]=1.[N:9]1([C:14](N2C=CN=C2)=[O:15])[CH:13]=[CH:12][N:11]=[CH:10]1. Product: [N:9]1([C:14]([O:8][CH2:7][C:4]2[CH:5]=[CH:6][N:1]=[CH:2][CH:3]=2)=[O:15])[CH:13]=[CH:12][N:11]=[CH:10]1. The catalyst class is: 2.